Dataset: Full USPTO retrosynthesis dataset with 1.9M reactions from patents (1976-2016). Task: Predict the reactants needed to synthesize the given product. (1) Given the product [Br:29][C:18]1[N:17]([CH2:19][C:20]2[CH:25]=[CH:24][C:23]([O:26][CH3:27])=[CH:22][CH:21]=2)[N:16]=[CH:15][C:14]=1[C:12]([N:11]([O:10][CH3:9])[CH3:28])=[O:13], predict the reactants needed to synthesize it. The reactants are: [Li+].CC([N-]C(C)C)C.[CH3:9][O:10][N:11]([CH3:28])[C:12]([C:14]1[CH:15]=[N:16][N:17]([CH2:19][C:20]2[CH:25]=[CH:24][C:23]([O:26][CH3:27])=[CH:22][CH:21]=2)[CH:18]=1)=[O:13].[Br:29]C(Cl)(Cl)C(Br)(Cl)Cl.[NH4+].[Cl-]. (2) Given the product [F:28][C:23]([F:29])([C:24]([F:25])([F:26])[F:27])[CH2:22][CH2:21][CH2:20][CH:9]([CH2:1][CH2:2][CH2:3][CH2:4][CH2:5][CH2:6][CH:7]=[CH2:8])[C:10]([O:12][CH2:13][CH3:14])=[O:11], predict the reactants needed to synthesize it. The reactants are: [CH2:1]([C:9]([CH2:20][CH2:21][CH2:22][C:23]([F:29])([F:28])[C:24]([F:27])([F:26])[F:25])(C(OCC)=O)[C:10]([O:12][CH2:13][CH3:14])=[O:11])[CH2:2][CH2:3][CH2:4][CH2:5][CH2:6][CH:7]=[CH2:8].[Cl-].[Li+].O.CS(C)=O.